This data is from Reaction yield outcomes from USPTO patents with 853,638 reactions. The task is: Predict the reaction yield, written as a fraction of the theoretical maximum amount of product (1.0 means a 100% yield; for example, 0.34 means a 34% yield). (1) The product is [Br:22][C:20]1[CH:21]=[C:16]([NH:15][C:12]2[CH:11]=[CH:10][C:9]([N:8]3[CH:5]4[CH2:6][CH2:7][CH:1]3[CH2:2][N:3]([CH:27]3[CH2:28][O:25][CH2:26]3)[CH2:4]4)=[CH:14][N:13]=2)[C:17](=[O:24])[N:18]([CH3:23])[CH:19]=1. The reactants are [CH:1]12[N:8]([C:9]3[CH:10]=[CH:11][C:12]([NH:15][C:16]4[C:17](=[O:24])[N:18]([CH3:23])[CH:19]=[C:20]([Br:22])[CH:21]=4)=[N:13][CH:14]=3)[CH:5]([CH2:6][CH2:7]1)[CH2:4][NH:3][CH2:2]2.[O:25]1[CH2:28][C:27](=O)[CH2:26]1.[BH3-]C#N.[Na+].O. The yield is 0.840. The catalyst is CO.[Cl-].[Zn+2].[Cl-]. (2) The catalyst is CS(C)=O. The yield is 0.420. The reactants are [C:1]([O:5][C:6](=[O:33])[NH:7][C:8]1[CH:13]=[CH:12][CH:11]=[C:10]([O:14][C:15]2[CH:20]=[C:19]([F:21])[CH:18]=[C:17]([NH:22][C:23]3[CH:28]=[CH:27][C:26]([I:29])=[CH:25][C:24]=3[F:30])[C:16]=2[C:31]#[N:32])[CH:9]=1)([CH3:4])([CH3:3])[CH3:2].[OH-].[Na+].OO.C(OCC)(=[O:40])C. The product is [C:1]([O:5][C:6](=[O:33])[NH:7][C:8]1[CH:13]=[CH:12][CH:11]=[C:10]([O:14][C:15]2[CH:20]=[C:19]([F:21])[CH:18]=[C:17]([NH:22][C:23]3[CH:28]=[CH:27][C:26]([I:29])=[CH:25][C:24]=3[F:30])[C:16]=2[C:31](=[O:40])[NH2:32])[CH:9]=1)([CH3:4])([CH3:2])[CH3:3].